Dataset: Catalyst prediction with 721,799 reactions and 888 catalyst types from USPTO. Task: Predict which catalyst facilitates the given reaction. (1) Reactant: Cl[C:2]1[N:7]=[C:6]([CH3:8])[C:5]([N+:9]([O-:11])=[O:10])=[CH:4][CH:3]=1.C([O-])([O-])=O.[K+].[K+].Cl.[F:19][C:20]1([F:25])[CH2:24][CH2:23][NH:22][CH2:21]1. Product: [F:19][C:20]1([F:25])[CH2:24][CH2:23][N:22]([C:2]2[N:7]=[C:6]([CH3:8])[C:5]([N+:9]([O-:11])=[O:10])=[CH:4][CH:3]=2)[CH2:21]1. The catalyst class is: 39. (2) Product: [C:1]([O:5][C@@H:6]([C:12]1[C:13]([CH3:46])=[N:14][C:15]2[N:16]([N:30]=[C:31]([C:34](=[O:45])[NH:35][CH2:36][C:37]3[CH:42]=[CH:41][C:40]([F:43])=[C:39]([CH3:44])[CH:38]=3)[C:32]=2[F:33])[C:17]=1[C:18]1[C:19]([CH3:29])=[C:20]2[C:25](=[C:26]([F:28])[CH:27]=1)[O:24][CH2:23][CH2:22][CH2:21]2)[C:7]([OH:9])=[O:8])([CH3:4])([CH3:3])[CH3:2]. Reactant: [C:1]([O:5][C@@H:6]([C:12]1[C:13]([CH3:46])=[N:14][C:15]2[N:16]([N:30]=[C:31]([C:34](=[O:45])[NH:35][CH2:36][C:37]3[CH:42]=[CH:41][C:40]([F:43])=[C:39]([CH3:44])[CH:38]=3)[C:32]=2[F:33])[C:17]=1[C:18]1[C:19]([CH3:29])=[C:20]2[C:25](=[C:26]([F:28])[CH:27]=1)[O:24][CH2:23][CH2:22][CH2:21]2)[C:7]([O:9]CC)=[O:8])([CH3:4])([CH3:3])[CH3:2].O.[OH-].[Li+]. The catalyst class is: 40.